From a dataset of Peptide-MHC class II binding affinity with 134,281 pairs from IEDB. Regression. Given a peptide amino acid sequence and an MHC pseudo amino acid sequence, predict their binding affinity value. This is MHC class II binding data. (1) The peptide sequence is AAATAATTVYGAFAA. The MHC is HLA-DQA10102-DQB10602 with pseudo-sequence HLA-DQA10102-DQB10602. The binding affinity (normalized) is 0.727. (2) The peptide sequence is THGIRPVVSTQLLLY. The MHC is HLA-DQA10501-DQB10201 with pseudo-sequence HLA-DQA10501-DQB10201. The binding affinity (normalized) is 0.218. (3) The MHC is DRB1_0101 with pseudo-sequence DRB1_0101. The peptide sequence is LILGDSLELELIGSK. The binding affinity (normalized) is 0.473.